This data is from Catalyst prediction with 721,799 reactions and 888 catalyst types from USPTO. The task is: Predict which catalyst facilitates the given reaction. Reactant: [Cl:1][C:2]1[CH:22]=[C:21]([C:23]2[CH2:28][CH2:27][C:26](=[O:29])[NH:25][N:24]=2)[CH:20]=[CH:19][C:3]=1[O:4][CH2:5][CH2:6][CH2:7][O:8][C:9]1[CH:14]=[CH:13][C:12]([O:15]C(=O)C)=[CH:11][CH:10]=1.O.[OH-].[Li+]. Product: [Cl:1][C:2]1[CH:22]=[C:21]([C:23]2[CH2:28][CH2:27][C:26](=[O:29])[NH:25][N:24]=2)[CH:20]=[CH:19][C:3]=1[O:4][CH2:5][CH2:6][CH2:7][O:8][C:9]1[CH:14]=[CH:13][C:12]([OH:15])=[CH:11][CH:10]=1. The catalyst class is: 670.